From a dataset of Catalyst prediction with 721,799 reactions and 888 catalyst types from USPTO. Predict which catalyst facilitates the given reaction. (1) Reactant: [Cl:1][C:2]1[CH:3]=[N:4][CH:5]=[C:6]([Cl:8])[CH:7]=1.C([N-]C(C)C)(C)C.[Li+].[CH3:17][C:18]1([CH3:28])[CH2:27][N:21]2S(=O)(=O)O[CH2:24][C@H:20]2[CH2:19]1. Product: [Cl:1][C:2]1[CH:3]=[N:4][CH:5]=[C:6]([Cl:8])[C:7]=1[CH2:24][C@H:20]1[CH2:19][C:18]([CH3:28])([CH3:17])[CH2:27][NH:21]1. The catalyst class is: 1. (2) Reactant: [NH2:1][C:2]1[C:10]2[C:5](=[CH:6][CH:7]=[C:8]([N+:11]([O-:13])=[O:12])[CH:9]=2)[NH:4][N:3]=1.[CH3:14][S:15](Cl)(=[O:17])=[O:16]. Product: [CH3:14][S:15]([NH:1][C:2]1[C:10]2[C:5](=[CH:6][CH:7]=[C:8]([N+:11]([O-:13])=[O:12])[CH:9]=2)[NH:4][N:3]=1)(=[O:17])=[O:16]. The catalyst class is: 17. (3) Reactant: [F:1][C:2]1[CH:7]=[C:6]([N:8]2[C:12]([C:13]3[CH:18]=[CH:17][C:16](Br)=[C:15]([C:20]([F:23])([F:22])[F:21])[CH:14]=3)=[CH:11][C:10]([C:24]([F:27])([F:26])[F:25])=[N:9]2)[CH:5]=[CH:4][C:3]=1[S:28]([NH2:31])(=[O:30])=[O:29].C([Sn](CCCC)(CCCC)[C:37]1[N:38]=[CH:39][S:40][CH:41]=1)CCC.[Cl-].[Li+]. Product: [F:1][C:2]1[CH:7]=[C:6]([N:8]2[C:12]([C:13]3[CH:18]=[CH:17][C:16]([C:37]4[N:38]=[CH:39][S:40][CH:41]=4)=[C:15]([C:20]([F:23])([F:22])[F:21])[CH:14]=3)=[CH:11][C:10]([C:24]([F:27])([F:26])[F:25])=[N:9]2)[CH:5]=[CH:4][C:3]=1[S:28]([NH2:31])(=[O:30])=[O:29]. The catalyst class is: 660. (4) Reactant: [C:1]([C:5]1[C:6]([O:20][CH2:21][CH2:22][CH2:23][CH2:24][CH2:25][CH2:26][CH3:27])=[C:7]([C:15]([CH3:19])=[CH:16][C:17]#[N:18])[CH:8]=[C:9]([C:11]([CH3:14])([CH3:13])[CH3:12])[CH:10]=1)([CH3:4])([CH3:3])[CH3:2]. Product: [C:1]([C:5]1[C:6]([O:20][CH2:21][CH2:22][CH2:23][CH2:24][CH2:25][CH2:26][CH3:27])=[C:7]([CH:15]([CH3:19])[CH2:16][C:17]#[N:18])[CH:8]=[C:9]([C:11]([CH3:12])([CH3:13])[CH3:14])[CH:10]=1)([CH3:4])([CH3:3])[CH3:2]. The catalyst class is: 99. (5) Reactant: [Br:1][C:2]1[CH:3]=[N:4][NH:5][CH:6]=1.C([O-])([O-])=O.[K+].[K+].[CH3:13][Si:14]([CH3:21])([CH3:20])[CH2:15][CH2:16][O:17][CH2:18]Cl. Product: [Br:1][C:2]1[CH:3]=[N:4][N:5]([CH2:18][O:17][CH2:16][CH2:15][Si:14]([CH3:21])([CH3:20])[CH3:13])[CH:6]=1. The catalyst class is: 3. (6) Reactant: [Si]([O:8][C@H:9]1[CH2:14][CH2:13][C@H:12]([N:15]2[CH:19]=[C:18](B3OC(C)(C)C(C)(C)O3)[C:17]([O:29][CH3:30])=[N:16]2)[CH2:11][CH2:10]1)(C(C)(C)C)(C)C.Br[C:32]1[CH:33]=[C:34]2[C:40]([C@@H:41]([C:43]3[C:48]([O:49][CH:50]([F:52])[F:51])=[CH:47][CH:46]=[C:45]([F:53])[C:44]=3[Cl:54])[CH3:42])=[CH:39][N:38](C(OC(C)(C)C)=O)[C:35]2=[N:36][CH:37]=1.C(=O)([O-])[O-].[K+].[K+].N#N. Product: [Cl:54][C:44]1[C:45]([F:53])=[CH:46][CH:47]=[C:48]([O:49][CH:50]([F:51])[F:52])[C:43]=1[C@H:41]([C:40]1[C:34]2[C:35](=[N:36][CH:37]=[C:32]([C:18]3[C:17]([O:29][CH3:30])=[N:16][N:15]([C@H:12]4[CH2:11][CH2:10][C@H:9]([OH:8])[CH2:14][CH2:13]4)[CH:19]=3)[CH:33]=2)[NH:38][CH:39]=1)[CH3:42]. The catalyst class is: 38. (7) Reactant: [C:1]1([C:7]2[N:8]=[CH:9][NH:10][C:11]=2[C:12]([OH:14])=O)[CH:6]=[CH:5][CH:4]=[CH:3][CH:2]=1.Cl.Cl.[F:17][CH:18]([F:32])[O:19][C:20]1[CH:21]=[C:22]([N:26]2[CH2:31][CH2:30][NH:29][CH2:28][CH2:27]2)[CH:23]=[CH:24][CH:25]=1.Cl.CN(C)CCCN=C=NCC.O.ON1C2C=CC=CC=2N=N1. The catalyst class is: 236. Product: [F:32][CH:18]([F:17])[O:19][C:20]1[CH:21]=[C:22]([N:26]2[CH2:31][CH2:30][N:29]([C:12]([C:11]3[N:10]=[CH:9][NH:8][C:7]=3[C:1]3[CH:2]=[CH:3][CH:4]=[CH:5][CH:6]=3)=[O:14])[CH2:28][CH2:27]2)[CH:23]=[CH:24][CH:25]=1. (8) Reactant: [CH3:1][N:2]=[CH:3][C:4]1[CH:9]=[CH:8][CH:7]=[C:6]([O:10][CH2:11][S:12][CH3:13])[CH:5]=1.[BH4-].[Na+]. Product: [CH3:1][NH:2][CH2:3][C:4]1[CH:9]=[CH:8][CH:7]=[C:6]([O:10][CH2:11][S:12][CH3:13])[CH:5]=1. The catalyst class is: 14. (9) Reactant: [Si]([O:8][C@H:9]([C:23]1[CH:32]=[CH:31][C:30]([OH:33])=[C:29]2[C:24]=1[CH:25]=[CH:26][C:27](=[O:34])[NH:28]2)[CH2:10][NH:11][CH:12]1[CH2:17][CH2:16][N:15]([CH2:18][CH2:19][C:20](O)=[O:21])[CH2:14][CH2:13]1)(C(C)(C)C)(C)C.CN(C(ON1N=NC2C=CC=NC1=2)=[N+](C)C)C.F[P-](F)(F)(F)(F)F.C(N(CC)CC)C.[Cl:66][C:67]1[C:68]([CH3:75])=[C:69]([CH:72]=[CH:73][CH:74]=1)[CH2:70][NH2:71]. Product: [Cl:66][C:67]1[C:68]([CH3:75])=[C:69]([CH:72]=[CH:73][CH:74]=1)[CH2:70][NH:71][C:20](=[O:21])[CH2:19][CH2:18][N:15]1[CH2:14][CH2:13][CH:12]([NH:11][CH2:10][C@H:9]([OH:8])[C:23]2[CH:32]=[CH:31][C:30]([OH:33])=[C:29]3[C:24]=2[CH:25]=[CH:26][C:27](=[O:34])[NH:28]3)[CH2:17][CH2:16]1. The catalyst class is: 3.